Dataset: Forward reaction prediction with 1.9M reactions from USPTO patents (1976-2016). Task: Predict the product of the given reaction. (1) The product is: [Cl:21][C:22]1[CH:23]=[CH:24][C:25]([C:28]2[CH:29]=[CH:30][C:31]([C:34]#[C:35][C:2]3[CH:3]=[CH:4][C:5]4[O:10][C:9]([CH2:11][N:12]5[CH2:17][CH2:16][CH:15]([CH3:18])[CH2:14][CH2:13]5)=[CH:8][C:7](=[O:19])[C:6]=4[CH:20]=3)=[N:32][CH:33]=2)=[CH:26][CH:27]=1. Given the reactants I[C:2]1[CH:3]=[CH:4][C:5]2[O:10][C:9]([CH2:11][N:12]3[CH2:17][CH2:16][CH:15]([CH3:18])[CH2:14][CH2:13]3)=[CH:8][C:7](=[O:19])[C:6]=2[CH:20]=1.[Cl:21][C:22]1[CH:27]=[CH:26][C:25]([C:28]2[CH:29]=[CH:30][C:31]([C:34]#[CH:35])=[N:32][CH:33]=2)=[CH:24][CH:23]=1, predict the reaction product. (2) Given the reactants O=[C:2](C)CP(=O)(OC)OC.C(=O)([O-])[O-].[K+].[K+].S(N=[N+]=[N-])(C1C=CC(C)=CC=1)(=O)=O.[C:30]([O:34][C:35]([N:37]1[CH2:41][C@H:40]([CH2:42][NH:43][C:44]([O:46][C:47]([CH3:50])([CH3:49])[CH3:48])=[O:45])[CH2:39][CH:38]1[CH2:51][CH:52]=O)=[O:36])([CH3:33])([CH3:32])[CH3:31], predict the reaction product. The product is: [C:47]([O:46][C:44]([N:43]1[CH2:42][C@H:40]([CH2:41][NH:37][C:35]([O:34][C:30]([CH3:32])([CH3:31])[CH3:33])=[O:36])[CH2:39][CH:38]1[CH2:51][C:52]#[CH:2])=[O:45])([CH3:50])([CH3:49])[CH3:48].